This data is from NCI-60 drug combinations with 297,098 pairs across 59 cell lines. The task is: Regression. Given two drug SMILES strings and cell line genomic features, predict the synergy score measuring deviation from expected non-interaction effect. (1) Drug 1: CC1=C(C=C(C=C1)C(=O)NC2=CC(=CC(=C2)C(F)(F)F)N3C=C(N=C3)C)NC4=NC=CC(=N4)C5=CN=CC=C5. Drug 2: CC1C(C(CC(O1)OC2CC(CC3=C2C(=C4C(=C3O)C(=O)C5=C(C4=O)C(=CC=C5)OC)O)(C(=O)CO)O)N)O.Cl. Cell line: HOP-92. Synergy scores: CSS=28.8, Synergy_ZIP=-2.64, Synergy_Bliss=0.832, Synergy_Loewe=-18.1, Synergy_HSA=-1.85. (2) Drug 2: CCN(CC)CCNC(=O)C1=C(NC(=C1C)C=C2C3=C(C=CC(=C3)F)NC2=O)C. Drug 1: C1=CC(=CC=C1C#N)C(C2=CC=C(C=C2)C#N)N3C=NC=N3. Synergy scores: CSS=-11.9, Synergy_ZIP=5.53, Synergy_Bliss=-1.74, Synergy_Loewe=-9.01, Synergy_HSA=-14.7. Cell line: RXF 393. (3) Drug 1: C1=CC(=CC=C1CC(C(=O)O)N)N(CCCl)CCCl.Cl. Drug 2: CCN(CC)CCNC(=O)C1=C(NC(=C1C)C=C2C3=C(C=CC(=C3)F)NC2=O)C. Cell line: OVCAR-5. Synergy scores: CSS=1.27, Synergy_ZIP=2.56, Synergy_Bliss=3.28, Synergy_Loewe=-2.00, Synergy_HSA=-1.88. (4) Drug 1: COC1=CC(=CC(=C1O)OC)C2C3C(COC3=O)C(C4=CC5=C(C=C24)OCO5)OC6C(C(C7C(O6)COC(O7)C8=CC=CS8)O)O. Drug 2: C1=CN(C(=O)N=C1N)C2C(C(C(O2)CO)O)O.Cl. Cell line: IGROV1. Synergy scores: CSS=39.9, Synergy_ZIP=-4.73, Synergy_Bliss=0.640, Synergy_Loewe=-0.132, Synergy_HSA=3.86. (5) Drug 1: CC(C1=C(C=CC(=C1Cl)F)Cl)OC2=C(N=CC(=C2)C3=CN(N=C3)C4CCNCC4)N. Drug 2: CCCCC(=O)OCC(=O)C1(CC(C2=C(C1)C(=C3C(=C2O)C(=O)C4=C(C3=O)C=CC=C4OC)O)OC5CC(C(C(O5)C)O)NC(=O)C(F)(F)F)O. Cell line: CAKI-1. Synergy scores: CSS=13.6, Synergy_ZIP=-1.81, Synergy_Bliss=0.442, Synergy_Loewe=2.96, Synergy_HSA=2.93. (6) Cell line: OVCAR3. Drug 2: CCCS(=O)(=O)NC1=C(C(=C(C=C1)F)C(=O)C2=CNC3=C2C=C(C=N3)C4=CC=C(C=C4)Cl)F. Drug 1: CN1CCC(CC1)COC2=C(C=C3C(=C2)N=CN=C3NC4=C(C=C(C=C4)Br)F)OC. Synergy scores: CSS=16.6, Synergy_ZIP=-0.274, Synergy_Bliss=0.607, Synergy_Loewe=-3.50, Synergy_HSA=1.49. (7) Drug 1: CC1CCC2CC(C(=CC=CC=CC(CC(C(=O)C(C(C(=CC(C(=O)CC(OC(=O)C3CCCCN3C(=O)C(=O)C1(O2)O)C(C)CC4CCC(C(C4)OC)OCCO)C)C)O)OC)C)C)C)OC. Drug 2: C(CCl)NC(=O)N(CCCl)N=O. Cell line: DU-145. Synergy scores: CSS=1.22, Synergy_ZIP=2.85, Synergy_Bliss=7.22, Synergy_Loewe=1.69, Synergy_HSA=2.76.